Dataset: Forward reaction prediction with 1.9M reactions from USPTO patents (1976-2016). Task: Predict the product of the given reaction. (1) Given the reactants CN(C)CC#CC1C=C([C@@H]2[C@@H](C3C=CC=C(F)C=3)OC(=O)N2)C=NC=1.Br[C:27]1[CH:28]=[C:29]([C@@H:33]2[C@@H:37]([C:38]3[CH:43]=[CH:42][C:41]([F:44])=[CH:40][CH:39]=3)[O:36][C:35](=[O:45])[NH:34]2)[CH:30]=[N:31][CH:32]=1.[C:46]([CH:48]1[CH2:51][C:50]([F:53])([F:52])[CH2:49]1)#[CH:47], predict the reaction product. The product is: [F:52][C:50]1([F:53])[CH2:51][CH:48]([C:46]#[C:47][C:27]2[CH:28]=[C:29]([C@@H:33]3[C@@H:37]([C:38]4[CH:43]=[CH:42][C:41]([F:44])=[CH:40][CH:39]=4)[O:36][C:35](=[O:45])[NH:34]3)[CH:30]=[N:31][CH:32]=2)[CH2:49]1. (2) Given the reactants [CH:1](=O)[CH2:2][CH2:3]CCC.[F:8][C:9]([F:22])([F:21])[S:10]([CH2:13][S:14]([C:17]([F:20])([F:19])[F:18])(=[O:16])=[O:15])(=[O:12])=[O:11].[C:23]1([SiH3])[CH:28]=CC=C[CH:24]=1.S([O-])([O-])(=O)=O.[Mg+2], predict the reaction product. The product is: [F:19][C:17]([F:20])([F:18])[S:14]([C:13]([S:10]([C:9]([F:8])([F:21])[F:22])(=[O:11])=[O:12])([CH2:24][CH2:23][CH3:28])[CH2:1][CH2:2][CH3:3])(=[O:15])=[O:16]. (3) Given the reactants [CH3:1][C:2]([CH3:27])([O:4][C:5]([NH:7][C:8]1[S:9][CH:10]=[C:11]([C:13]2[CH:14]=[CH:15][C:16]3[N:17]([CH:19]=[C:20]([C:22]([O:24]CC)=[O:23])[N:21]=3)[CH:18]=2)[N:12]=1)=[O:6])[CH3:3].CC(C)(OC(NC1N=C(C2C=CC3N(C=C(C(O)=O)N=3)C=2)C=CC=1)=O)C, predict the reaction product. The product is: [CH3:3][C:2]([CH3:27])([O:4][C:5]([NH:7][C:8]1[S:9][CH:10]=[C:11]([C:13]2[CH:14]=[CH:15][C:16]3[N:17]([CH:19]=[C:20]([C:22]([OH:24])=[O:23])[N:21]=3)[CH:18]=2)[N:12]=1)=[O:6])[CH3:1].